Dataset: NCI-60 drug combinations with 297,098 pairs across 59 cell lines. Task: Regression. Given two drug SMILES strings and cell line genomic features, predict the synergy score measuring deviation from expected non-interaction effect. Drug 1: CS(=O)(=O)CCNCC1=CC=C(O1)C2=CC3=C(C=C2)N=CN=C3NC4=CC(=C(C=C4)OCC5=CC(=CC=C5)F)Cl. Drug 2: CC12CCC3C(C1CCC2OP(=O)(O)O)CCC4=C3C=CC(=C4)OC(=O)N(CCCl)CCCl.[Na+]. Cell line: HCT-15. Synergy scores: CSS=37.2, Synergy_ZIP=6.29, Synergy_Bliss=5.99, Synergy_Loewe=0.531, Synergy_HSA=1.91.